This data is from Reaction yield outcomes from USPTO patents with 853,638 reactions. The task is: Predict the reaction yield, written as a fraction of the theoretical maximum amount of product (1.0 means a 100% yield; for example, 0.34 means a 34% yield). (1) The product is [Si:8]([O:15][C@H:16]([C@H:17]([CH3:41])/[CH:18]=[CH:19]/[CH2:20][O:21][C:22]([C:29]1[CH:34]=[CH:33][CH:32]=[CH:31][CH:30]=1)([C:35]1[CH:40]=[CH:39][CH:38]=[CH:37][CH:36]=1)[C:23]1[CH:24]=[CH:25][CH:26]=[CH:27][CH:28]=1)[CH2:42][CH2:43][OH:44])([C:11]([CH3:14])([CH3:13])[CH3:12])([CH3:10])[CH3:9]. The yield is 0.890. The catalyst is N1C=CC=CC=1.C1COCC1. The reactants are C1C=CN=CC=1.F.[Si:8]([O:15][C@@H:16]([CH2:42][CH2:43][O:44][Si](C(C)(C)C)(C)C)[C@H:17]([CH3:41])/[CH:18]=[CH:19]/[CH2:20][O:21][C:22]([C:35]1[CH:40]=[CH:39][CH:38]=[CH:37][CH:36]=1)([C:29]1[CH:34]=[CH:33][CH:32]=[CH:31][CH:30]=1)[C:23]1[CH:28]=[CH:27][CH:26]=[CH:25][CH:24]=1)([C:11]([CH3:14])([CH3:13])[CH3:12])([CH3:10])[CH3:9]. (2) The reactants are [C:1]([C:3]1[CH:4]=[C:5]([C:13]2[S:14][C:15]([C:18]3[CH:26]=[CH:25][CH:24]=[C:23]4[C:19]=3[CH2:20][CH2:21][C@@H:22]4[NH:27][S:28]([CH2:31][C:32]([O:34]C)=[O:33])(=[O:30])=[O:29])=[CH:16][N:17]=2)[CH:6]=[CH:7][C:8]=1[O:9][CH:10]([CH3:12])[CH3:11])#[N:2].[OH-].[Na+]. The catalyst is CO. The product is [C:1]([C:3]1[CH:4]=[C:5]([C:13]2[S:14][C:15]([C:18]3[CH:26]=[CH:25][CH:24]=[C:23]4[C:19]=3[CH2:20][CH2:21][C@@H:22]4[NH:27][S:28]([CH2:31][C:32]([OH:34])=[O:33])(=[O:29])=[O:30])=[CH:16][N:17]=2)[CH:6]=[CH:7][C:8]=1[O:9][CH:10]([CH3:12])[CH3:11])#[N:2]. The yield is 0.450. (3) The reactants are Br[CH2:2][C:3]([NH:5][C:6]1[CH:11]=[CH:10][CH:9]=[C:8]([C:12]2[CH:21]=[N:20][C:19]3[C:14](=[CH:15][CH:16]=[CH:17][CH:18]=3)[N:13]=2)[CH:7]=1)=[O:4].[C:22]([O-:25])(=[S:24])[CH3:23].[K+]. The catalyst is C(#N)C.C(OC(=O)C)C. The product is [C:22](=[O:25])([S:24][CH2:2][C:3](=[O:4])[NH:5][C:6]1[CH:11]=[CH:10][CH:9]=[C:8]([C:12]2[CH:21]=[N:20][C:19]3[C:14](=[CH:15][CH:16]=[CH:17][CH:18]=3)[N:13]=2)[CH:7]=1)[CH3:23]. The yield is 0.130. (4) The reactants are [Cl:1][S:2]([C:5]1[CH:10]=[CH:9][C:8]([N:11]=[C:12]=[O:13])=[CH:7][CH:6]=1)(=[O:4])=[O:3].[NH2:14][C:15]1[CH:16]=[C:17]([CH:20]=[CH:21][CH:22]=1)[C:18]#[N:19]. The catalyst is C(Cl)Cl.[N-]=C=O. The product is [C:18]([C:17]1[CH:16]=[C:15]([NH:14][C:12](=[O:13])[NH:11][C:8]2[CH:7]=[CH:6][C:5]([S:2]([Cl:1])(=[O:4])=[O:3])=[CH:10][CH:9]=2)[CH:22]=[CH:21][CH:20]=1)#[N:19]. The yield is 0.950. (5) The reactants are C1([C:7]23[CH2:15][CH:11]4C[CH:13]([CH2:14]2)[C:9]([C:16](=[O:18])C)([CH2:10]4)[CH2:8]3)C=CC=CC=1.C(Cl)(Cl)(Cl)Cl.I([O-])(=O)(=O)=[O:25].[Na+].Cl.C([O:34][CH:35]([CH3:37])[CH3:36])(C)C. The catalyst is O.[Ru](Cl)(Cl)Cl.O.C(#N)C. The product is [C:35]([C:36]12[CH2:14][CH:7]3[CH2:8][C:9]([C:16]([OH:18])=[O:25])([CH2:10][CH:11]1[CH2:15]3)[CH2:13]2)(=[O:34])[CH3:37]. The yield is 0.570.